From a dataset of Reaction yield outcomes from USPTO patents with 853,638 reactions. Predict the reaction yield, written as a fraction of the theoretical maximum amount of product (1.0 means a 100% yield; for example, 0.34 means a 34% yield). (1) The reactants are C[O:2][C:3]([C@@H:5]([NH:21][C:22](=[O:28])[O:23][C:24]([CH3:27])([CH3:26])[CH3:25])[CH2:6][CH:7]1[CH2:12][CH2:11][CH:10]([O:13][Si:14]([C:17]([CH3:20])([CH3:19])[CH3:18])([CH3:16])[CH3:15])[CH2:9][CH2:8]1)=O.[BH4-].[Na+]. The catalyst is CCO. The product is [C:24]([O:23][C:22]([NH:21][C@@H:5]([CH2:6][CH:7]1[CH2:8][CH2:9][CH:10]([O:13][Si:14]([C:17]([CH3:20])([CH3:19])[CH3:18])([CH3:15])[CH3:16])[CH2:11][CH2:12]1)[CH2:3][OH:2])=[O:28])([CH3:26])([CH3:25])[CH3:27]. The yield is 0.980. (2) The reactants are [OH:1][C:2]1[CH:3]=[C:4]([CH2:9][C:10]#[N:11])[CH:5]=[CH:6][C:7]=1[CH3:8].C([O-])([O-])=O.[K+].[K+].Br[CH2:19][CH2:20][CH2:21][CH3:22]. The catalyst is CC(C)=O. The product is [CH2:19]([O:1][C:2]1[CH:3]=[C:4]([CH2:9][C:10]#[N:11])[CH:5]=[CH:6][C:7]=1[CH3:8])[CH2:20][CH2:21][CH3:22]. The yield is 0.610. (3) The reactants are C[O:2][C:3](=[O:33])[CH2:4][CH2:5][C:6]1[CH:11]=[CH:10][C:9]([O:12][C:13]2[CH:18]=[CH:17][C:16]([C:19]([CH3:32])([CH3:31])[C:20](=[O:30])[NH:21][NH:22][C:23]([O:25][C:26]([CH3:29])([CH3:28])[CH3:27])=[O:24])=[CH:15][CH:14]=2)=[CH:8][CH:7]=1.[OH-].[Li+]. The catalyst is C1COCC1.O. The product is [C:26]([O:25][C:23]([NH:22][NH:21][C:20]([C:19]([CH3:32])([CH3:31])[C:16]1[CH:17]=[CH:18][C:13]([O:12][C:9]2[CH:8]=[CH:7][C:6]([CH2:5][CH2:4][C:3]([OH:33])=[O:2])=[CH:11][CH:10]=2)=[CH:14][CH:15]=1)=[O:30])=[O:24])([CH3:29])([CH3:27])[CH3:28]. The yield is 0.970.